Dataset: NCI-60 drug combinations with 297,098 pairs across 59 cell lines. Task: Regression. Given two drug SMILES strings and cell line genomic features, predict the synergy score measuring deviation from expected non-interaction effect. (1) Synergy scores: CSS=12.5, Synergy_ZIP=-2.02, Synergy_Bliss=-6.72, Synergy_Loewe=-4.43, Synergy_HSA=-4.53. Cell line: NCI-H460. Drug 1: COC1=C(C=C2C(=C1)N=CN=C2NC3=CC(=C(C=C3)F)Cl)OCCCN4CCOCC4. Drug 2: B(C(CC(C)C)NC(=O)C(CC1=CC=CC=C1)NC(=O)C2=NC=CN=C2)(O)O. (2) Drug 1: CC(C)CN1C=NC2=C1C3=CC=CC=C3N=C2N. Drug 2: CC1C(C(CC(O1)OC2CC(CC3=C2C(=C4C(=C3O)C(=O)C5=C(C4=O)C(=CC=C5)OC)O)(C(=O)CO)O)N)O.Cl. Cell line: 786-0. Synergy scores: CSS=38.3, Synergy_ZIP=1.40, Synergy_Bliss=-0.724, Synergy_Loewe=-14.9, Synergy_HSA=-2.57. (3) Synergy scores: CSS=72.6, Synergy_ZIP=1.81, Synergy_Bliss=3.60, Synergy_Loewe=-18.6, Synergy_HSA=4.72. Drug 1: C1C(C(OC1N2C=NC3=C(N=C(N=C32)Cl)N)CO)O. Drug 2: CC1=C(C(CCC1)(C)C)C=CC(=CC=CC(=CC(=O)O)C)C. Cell line: CCRF-CEM. (4) Drug 1: CN(C)C1=NC(=NC(=N1)N(C)C)N(C)C. Drug 2: CC1C(C(CC(O1)OC2CC(CC3=C2C(=C4C(=C3O)C(=O)C5=CC=CC=C5C4=O)O)(C(=O)C)O)N)O. Cell line: NCI-H522. Synergy scores: CSS=41.3, Synergy_ZIP=1.03, Synergy_Bliss=2.79, Synergy_Loewe=-28.6, Synergy_HSA=2.61. (5) Drug 1: CC1OCC2C(O1)C(C(C(O2)OC3C4COC(=O)C4C(C5=CC6=C(C=C35)OCO6)C7=CC(=C(C(=C7)OC)O)OC)O)O. Drug 2: CCCCCOC(=O)NC1=NC(=O)N(C=C1F)C2C(C(C(O2)C)O)O. Cell line: TK-10. Synergy scores: CSS=26.2, Synergy_ZIP=-4.61, Synergy_Bliss=1.79, Synergy_Loewe=-15.1, Synergy_HSA=2.39. (6) Synergy scores: CSS=62.3, Synergy_ZIP=-0.741, Synergy_Bliss=-3.55, Synergy_Loewe=-4.64, Synergy_HSA=-4.70. Drug 2: CC12CCC3C(C1CCC2=O)CC(=C)C4=CC(=O)C=CC34C. Cell line: CCRF-CEM. Drug 1: CS(=O)(=O)C1=CC(=C(C=C1)C(=O)NC2=CC(=C(C=C2)Cl)C3=CC=CC=N3)Cl.